Task: Predict the reaction yield, written as a fraction of the theoretical maximum amount of product (1.0 means a 100% yield; for example, 0.34 means a 34% yield).. Dataset: Reaction yield outcomes from USPTO patents with 853,638 reactions (1) The reactants are C(OC([N:8]1[CH2:12][CH2:11][CH2:10][C@@H:9]1[CH2:13][O:14][C:15]1[CH:20]=[CH:19][C:18]([C:21](=[O:28])[C:22]2[CH:27]=[CH:26][CH:25]=[CH:24][CH:23]=2)=[CH:17][CH:16]=1)=O)(C)(C)C.Cl. The catalyst is O1CCOCC1. The product is [C:22]1([C:21]([C:18]2[CH:19]=[CH:20][C:15]([O:14][CH2:13][C@H:9]3[CH2:10][CH2:11][CH2:12][NH:8]3)=[CH:16][CH:17]=2)=[O:28])[CH:23]=[CH:24][CH:25]=[CH:26][CH:27]=1. The yield is 0.990. (2) The reactants are [C:1]1([CH3:13])[CH:6]=[CH:5][CH:4]=[CH:3][C:2]=1[C:7]1[N:11]=[C:10]([NH2:12])[NH:9][N:8]=1.[NH:14]1[C:18]2[CH:19]=[CH:20][C:21]([C:23](=O)[CH2:24][C:25](OCC)=[O:26])=[CH:22][C:17]=2[N:16]=[N:15]1.CC1C=CC(S(O)(=O)=O)=CC=1. The catalyst is CCCCO. The product is [NH:16]1[C:17]2[CH:22]=[C:21]([C:23]3[NH:12][C:10]4[N:9]([N:8]=[C:7]([C:2]5[CH:3]=[CH:4][CH:5]=[CH:6][C:1]=5[CH3:13])[N:11]=4)[C:25](=[O:26])[CH:24]=3)[CH:20]=[CH:19][C:18]=2[N:14]=[N:15]1. The yield is 0.400. (3) The reactants are [F:1][C:2]1[C:7]([C:8]([F:11])([F:10])[F:9])=[CH:6][CH:5]=[CH:4][C:3]=1[NH:12][C:13]1[N:17]=[C:16]([N:18](CC2C=CC(OC)=CC=2)CC2C=CC(OC)=CC=2)[N:15](CC2C=CC(OC)=CC=2)[N:14]=1.C(O)(C(F)(F)F)=O. No catalyst specified. The product is [F:1][C:2]1[C:7]([C:8]([F:10])([F:11])[F:9])=[CH:6][CH:5]=[CH:4][C:3]=1[NH:12][C:13]1[N:17]=[C:16]([NH2:18])[NH:15][N:14]=1. The yield is 0.370. (4) The reactants are [C:1]([C:5]1[O:9][N:8]=[C:7]([NH:10][C:11]([NH:13][C:14]2[CH:19]=[CH:18][CH:17]=[C:16]([S:20][C:21]3[C:30]4[C:25](=[CH:26][C:27]([O:33][CH2:34][CH2:35]Cl)=[C:28]([O:31][CH3:32])[CH:29]=4)[N:24]=[CH:23][N:22]=3)[CH:15]=2)=[O:12])[CH:6]=1)([CH3:4])([CH3:3])[CH3:2].[N:37]1([CH2:43][CH2:44][OH:45])[CH2:42][CH2:41][NH:40][CH2:39][CH2:38]1.C(N(C(C)C)CC)(C)C. The catalyst is [I-].C([N+](CCCC)(CCCC)CCCC)CCC. The product is [C:1]([C:5]1[O:9][N:8]=[C:7]([NH:10][C:11]([NH:13][C:14]2[CH:19]=[CH:18][CH:17]=[C:16]([S:20][C:21]3[C:30]4[C:25](=[CH:26][C:27]([O:33][CH2:34][CH2:35][N:40]5[CH2:41][CH2:42][N:37]([CH2:43][CH2:44][OH:45])[CH2:38][CH2:39]5)=[C:28]([O:31][CH3:32])[CH:29]=4)[N:24]=[CH:23][N:22]=3)[CH:15]=2)=[O:12])[CH:6]=1)([CH3:4])([CH3:3])[CH3:2]. The yield is 0.130. (5) The reactants are Br[C:2]1[C:10]2[O:9][CH2:8][C@@H:7]([N:11]([C:26](=[O:31])[C:27]([F:30])([F:29])[F:28])[C:12]3[CH:25]=[CH:24][C:15]4[C@H:16]([CH2:19][C:20]([O:22][CH3:23])=[O:21])[CH2:17][O:18][C:14]=4[CH:13]=3)[C:6]=2[CH:5]=[CH:4][CH:3]=1.[NH2:32][C:33]1[CH:38]=[CH:37][CH:36]=[CH:35][CH:34]=1.C(=O)([O-])[O-].[Cs+].[Cs+].C1(P(C2C=CC=CC=2)C2C3OC4C(=CC=CC=4P(C4C=CC=CC=4)C4C=CC=CC=4)C(C)(C)C=3C=CC=2)C=CC=CC=1. The catalyst is C1(C)C=CC=CC=1.C1C=CC(/C=C/C(/C=C/C2C=CC=CC=2)=O)=CC=1.C1C=CC(/C=C/C(/C=C/C2C=CC=CC=2)=O)=CC=1.C1C=CC(/C=C/C(/C=C/C2C=CC=CC=2)=O)=CC=1.[Pd].[Pd].O. The product is [NH:32]([C:2]1[C:10]2[O:9][CH2:8][C@@H:7]([N:11]([C:26](=[O:31])[C:27]([F:30])([F:29])[F:28])[C:12]3[CH:25]=[CH:24][C:15]4[C@H:16]([CH2:19][C:20]([O:22][CH3:23])=[O:21])[CH2:17][O:18][C:14]=4[CH:13]=3)[C:6]=2[CH:5]=[CH:4][CH:3]=1)[C:33]1[CH:38]=[CH:37][CH:36]=[CH:35][CH:34]=1. The yield is 0.960. (6) The reactants are [CH3:1][O:2][C:3]([NH:5][C@H:6]([C:10]([N:12]1[CH2:16][C@@H:15]([CH2:17][O:18][CH3:19])[CH2:14][C@H:13]1[C:20]1[NH:24][C:23]2[C:25]3[C:30]([CH:31]=[CH:32][C:22]=2[N:21]=1)=[CH:29][C:28]1[C:33]2[C:38]([CH2:39][O:40][C:27]=1[CH:26]=3)=[CH:37][C:36]([C:41]1[NH:45][C:44]([C@@H:46]3[CH2:50][CH2:49][CH2:48][N:47]3C(OC(C)(C)C)=O)=[N:43][CH:42]=1)=[CH:35][CH:34]=2)=[O:11])[CH:7]([CH3:9])C)=[O:4].Cl.[CH3:59][O:60][C:61]([NH:63][C@H:64]([C:68]1[CH:73]=[CH:72][CH:71]=[CH:70][CH:69]=1)[C:65]([OH:67])=O)=[O:62].CCN(C(C)C)C(C)C.C[CH2:84][O:85]C(C(C#N)=NOC(N1CCOCC1)=[N+](C)C)=O.F[P-](F)(F)(F)(F)F. The catalyst is C(Cl)Cl.CO.CN(C=O)C.[Li+].[OH-]. The product is [CH3:1][O:2][C:3]([NH:5][C@@H:6]([CH:7]([O:85][CH3:84])[CH3:9])[C:10]([N:12]1[CH2:16][C@@H:15]([CH2:17][O:18][CH3:19])[CH2:14][C@H:13]1[C:20]1[NH:24][C:23]2[C:25]3[C:30]([CH:31]=[CH:32][C:22]=2[N:21]=1)=[CH:29][C:28]1[C:33]2[C:38]([CH2:39][O:40][C:27]=1[CH:26]=3)=[CH:37][C:36]([C:41]1[NH:45][C:44]([C@@H:46]3[CH2:50][CH2:49][CH2:48][N:47]3[C:65](=[O:67])[C@H:64]([NH:63][C:61](=[O:62])[O:60][CH3:59])[C:68]3[CH:73]=[CH:72][CH:71]=[CH:70][CH:69]=3)=[N:43][CH:42]=1)=[CH:35][CH:34]=2)=[O:11])=[O:4]. The yield is 0.610. (7) The reactants are [C:1]1([C:7](=[O:32])[CH2:8][CH2:9][N:10]2[CH2:15][CH2:14][CH:13]([N:16]([CH2:30][CH3:31])[C:17](=[O:29])[CH2:18][C:19]3[CH:24]=[CH:23][C:22]([S:25]([CH3:28])(=[O:27])=[O:26])=[CH:21][CH:20]=3)[CH2:12][CH2:11]2)[CH:6]=[CH:5][CH:4]=[CH:3][CH:2]=1.[BH4-].[Na+]. The catalyst is C(O)C. The product is [C:1]1([CH:7]([OH:32])[CH2:8][CH2:9][N:10]2[CH2:11][CH2:12][CH:13]([N:16]([CH2:30][CH3:31])[C:17](=[O:29])[CH2:18][C:19]3[CH:24]=[CH:23][C:22]([S:25]([CH3:28])(=[O:26])=[O:27])=[CH:21][CH:20]=3)[CH2:14][CH2:15]2)[CH:2]=[CH:3][CH:4]=[CH:5][CH:6]=1. The yield is 0.870. (8) The reactants are [CH:1]1([CH2:4][O:5][C:6]2[N:11]=[C:10]([C:12]([NH:14][C:15]3([CH2:21][C:22]([O:24]C)=[O:23])[CH2:18][S:17](=[O:20])(=[O:19])[CH2:16]3)=[O:13])[CH:9]=[CH:8][C:7]=2[C:26]2([OH:30])[CH2:29][CH2:28][CH2:27]2)[CH2:3][CH2:2]1.O.[OH-].[Li+]. No catalyst specified. The product is [CH:1]1([CH2:4][O:5][C:6]2[N:11]=[C:10]([C:12]([NH:14][C:15]3([CH2:21][C:22]([OH:24])=[O:23])[CH2:16][S:17](=[O:20])(=[O:19])[CH2:18]3)=[O:13])[CH:9]=[CH:8][C:7]=2[C:26]2([OH:30])[CH2:27][CH2:28][CH2:29]2)[CH2:3][CH2:2]1. The yield is 0.860.